This data is from Forward reaction prediction with 1.9M reactions from USPTO patents (1976-2016). The task is: Predict the product of the given reaction. The product is: [Cl:8][C:18]1[N:17]([C:11]2[CH:16]=[CH:15][CH:14]=[CH:13][CH:12]=2)[C:21]2=[N:22][CH:23]=[CH:24][CH:25]=[C:20]2[C:19]=1[CH:3]=[O:4]. Given the reactants CN(C)[CH:3]=[O:4].P(Cl)(Cl)([Cl:8])=O.[C:11]1([N:17]2[C:21]3=[N:22][CH:23]=[CH:24][CH:25]=[C:20]3[CH2:19][C:18]2=O)[CH:16]=[CH:15][CH:14]=[CH:13][CH:12]=1.N1C=CC=CC=1, predict the reaction product.